From a dataset of Experimental lipophilicity measurements (octanol/water distribution) for 4,200 compounds from AstraZeneca. Regression/Classification. Given a drug SMILES string, predict its absorption, distribution, metabolism, or excretion properties. Task type varies by dataset: regression for continuous measurements (e.g., permeability, clearance, half-life) or binary classification for categorical outcomes (e.g., BBB penetration, CYP inhibition). For this dataset (lipophilicity_astrazeneca), we predict Y. (1) The drug is COC[C@H](C)Oc1cc(Oc2ccc(S(C)(=O)=O)cc2)cc(C(=O)Nc2ccc(C(=O)O)cn2)c1. The Y is -0.410 logD. (2) The Y is 1.51 logD. The molecule is Clc1ccc(C2(c3ccc(-c4cn[nH]c4)cc3)CCNCC2)cc1. (3) The compound is OC(Cn1cncn1)(Cn1cncn1)c1ccc(F)cc1F. The Y is 0.480 logD. (4) The molecule is COCCCNS(=O)(=O)c1ccc(Nc2nccc(-c3cnc4ccccn34)n2)cc1. The Y is 3.41 logD. (5) The molecule is CCNC(=O)c1cc2c(-n3ccc(C(F)(F)F)n3)c(-c3cnc(OC)c(-c4n[nH]c(=O)o4)c3)cnc2[nH]1. The Y is 2.32 logD. (6) The molecule is Cn1cncc1-c1c2c(=O)n(C)c(=O)n(CC3CC3)c2nn1Cc1ccnc2ccc(Cl)cc12. The Y is 2.69 logD. (7) The drug is Cc1ncc(-c2ccnc(Nc3ccc(S(=O)(=O)CCCN(C)C)cc3)n2)n1C(C)C. The Y is 1.32 logD.